From a dataset of Full USPTO retrosynthesis dataset with 1.9M reactions from patents (1976-2016). Predict the reactants needed to synthesize the given product. Given the product [Cl:1][C:2]1[C:3]2[C:10]3[CH2:11][CH2:12][CH:13]([C:15]([N:20]([CH2:18][CH3:19])[CH:21]([CH3:23])[CH3:22])=[O:17])[CH2:14][C:9]=3[S:8][C:4]=2[N:5]=[CH:6][N:7]=1, predict the reactants needed to synthesize it. The reactants are: [Cl:1][C:2]1[C:3]2[C:10]3[CH2:11][CH2:12][CH:13]([C:15]([OH:17])=O)[CH2:14][C:9]=3[S:8][C:4]=2[N:5]=[CH:6][N:7]=1.[CH2:18]([NH:20][CH:21]([CH3:23])[CH3:22])[CH3:19].